From a dataset of Peptide-MHC class I binding affinity with 185,985 pairs from IEDB/IMGT. Regression. Given a peptide amino acid sequence and an MHC pseudo amino acid sequence, predict their binding affinity value. This is MHC class I binding data. (1) The peptide sequence is GLYNRHRGR. The MHC is HLA-A02:16 with pseudo-sequence HLA-A02:16. The binding affinity (normalized) is 0.0847. (2) The peptide sequence is PDSCLNGKL. The MHC is HLA-B44:03 with pseudo-sequence HLA-B44:03. The binding affinity (normalized) is 0.